Dataset: Full USPTO retrosynthesis dataset with 1.9M reactions from patents (1976-2016). Task: Predict the reactants needed to synthesize the given product. (1) The reactants are: [C:1]([O:7][C@H:8]([CH3:13])[C:9]([O:11]C)=O)(=[O:6])[C:2]([CH3:5])([CH3:4])[CH3:3].[Cl:14][CH2:15]C([O-])=O.[Na+].C(N(CC)CC)C.C([Mg]Cl)(C)(C)C.Cl. Given the product [Cl:14][CH2:15][C:9](=[O:11])[C@H:8]([O:7][C:1](=[O:6])[C:2]([CH3:3])([CH3:4])[CH3:5])[CH3:13], predict the reactants needed to synthesize it. (2) Given the product [NH:12]1[C:20]2[C:15](=[CH:16][CH:17]=[CH:18][CH:19]=2)[C:14]([C:21]2[N:22]=[C:23]([N:41]3[CH2:42][CH2:43][O:44][CH2:45][CH2:46]3)[C:24]3[N:29]=[C:28]([CH2:30][N:31]4[CH2:32][CH:33]([N:35]5[CH2:36][CH2:37][O:38][CH2:39][CH2:40]5)[CH2:34]4)[S:27][C:25]=3[N:26]=2)=[CH:13]1, predict the reactants needed to synthesize it. The reactants are: [OH-].[Na+].C1(S([N:12]2[C:20]3[C:15](=[CH:16][CH:17]=[CH:18][CH:19]=3)[C:14]([C:21]3[N:22]=[C:23]([N:41]4[CH2:46][CH2:45][O:44][CH2:43][CH2:42]4)[C:24]4[N:29]=[C:28]([CH2:30][N:31]5[CH2:34][CH:33]([N:35]6[CH2:40][CH2:39][O:38][CH2:37][CH2:36]6)[CH2:32]5)[S:27][C:25]=4[N:26]=3)=[CH:13]2)(=O)=O)C=CC=CC=1. (3) Given the product [NH2:19][C@@H:20]1[CH2:18][CH2:17][N:16]([S:13]([NH:12][C:10]2[CH:9]=[C:8]([O:30][CH3:31])[N:7]=[C:6]([S:5][CH2:4][C:3]3[CH:32]=[CH:33][CH:34]=[C:35]([F:36])[C:2]=3[F:1])[N:11]=2)(=[O:15])=[O:14])[CH2:21]1, predict the reactants needed to synthesize it. The reactants are: [F:1][C:2]1[C:35]([F:36])=[CH:34][CH:33]=[CH:32][C:3]=1[CH2:4][S:5][C:6]1[N:11]=[C:10]([NH:12][S:13]([N:16]2[CH2:21][CH2:20][N:19](C(OC(C)(C)C)=O)[CH2:18][C@H:17]2C)(=[O:15])=[O:14])[CH:9]=[C:8]([O:30][CH3:31])[N:7]=1.C(O)(C(F)(F)F)=O.